Regression. Given a peptide amino acid sequence and an MHC pseudo amino acid sequence, predict their binding affinity value. This is MHC class I binding data. From a dataset of Peptide-MHC class I binding affinity with 185,985 pairs from IEDB/IMGT. (1) The peptide sequence is MHCDFAFWV. The MHC is HLA-A68:02 with pseudo-sequence HLA-A68:02. The binding affinity (normalized) is 0.0847. (2) The MHC is HLA-B54:01 with pseudo-sequence HLA-B54:01. The binding affinity (normalized) is 0. The peptide sequence is GPGAGSLQPLAL. (3) The peptide sequence is EIYVAWVP. The MHC is HLA-B27:05 with pseudo-sequence HLA-B27:05. The binding affinity (normalized) is 0. (4) The peptide sequence is GIPWYKMAAI. The MHC is H-2-Dd with pseudo-sequence H-2-Dd. The binding affinity (normalized) is 0.387. (5) The binding affinity (normalized) is 0. The peptide sequence is RQGLERALL. The MHC is HLA-A24:02 with pseudo-sequence HLA-A24:02. (6) The peptide sequence is PVVTAHIEG. The MHC is HLA-B27:05 with pseudo-sequence HLA-B27:05. The binding affinity (normalized) is 0. (7) The peptide sequence is GPPQVGLSY. The MHC is HLA-B07:02 with pseudo-sequence HLA-B07:02. The binding affinity (normalized) is 0.153. (8) The peptide sequence is GTKNLQTRV. The MHC is Mamu-A02 with pseudo-sequence Mamu-A02. The binding affinity (normalized) is 0.200.